Dataset: Catalyst prediction with 721,799 reactions and 888 catalyst types from USPTO. Task: Predict which catalyst facilitates the given reaction. Reactant: [CH3:1][C:2]1[N:7]=[CH:6][N:5]=[C:4]([NH2:8])[CH:3]=1.[N+:9]([C:12]1[CH:17]=[CH:16][C:15]([S:18](Cl)(=[O:20])=[O:19])=[CH:14][CH:13]=1)([O-:11])=[O:10]. Product: [CH3:1][C:2]1[N:7]=[CH:6][N:5]=[C:4]([NH:8][S:18]([C:15]2[CH:14]=[CH:13][C:12]([N+:9]([O-:11])=[O:10])=[CH:17][CH:16]=2)(=[O:19])=[O:20])[CH:3]=1. The catalyst class is: 17.